From a dataset of HIV replication inhibition screening data with 41,000+ compounds from the AIDS Antiviral Screen. Binary Classification. Given a drug SMILES string, predict its activity (active/inactive) in a high-throughput screening assay against a specified biological target. (1) The molecule is NC(=O)NN=C1c2ccccc2-n2nccc21. The result is 0 (inactive). (2) The drug is CC(=NNC(=S)NCCCCNC(=S)NN=C(C)c1ccccn1)c1ccccc1. The result is 0 (inactive).